This data is from Reaction yield outcomes from USPTO patents with 853,638 reactions. The task is: Predict the reaction yield, written as a fraction of the theoretical maximum amount of product (1.0 means a 100% yield; for example, 0.34 means a 34% yield). (1) The reactants are [NH2:1][C:2]1[CH:11]=[C:10]2[C:5]([CH:6]=[CH:7][CH:8]=[C:9]2[N:12]2[CH2:17][CH2:16][N:15]([CH3:18])[CH2:14][CH2:13]2)=[CH:4][CH:3]=1.C(N(CC)CC)C.[Cl:26][C:27]1[CH:28]=[C:29]([CH:33]=[CH:34][CH:35]=1)[C:30](Cl)=[O:31]. The catalyst is C(#N)C. The product is [Cl:26][C:27]1[CH:28]=[C:29]([CH:33]=[CH:34][CH:35]=1)[C:30]([NH:1][C:2]1[CH:11]=[C:10]2[C:5]([CH:6]=[CH:7][CH:8]=[C:9]2[N:12]2[CH2:17][CH2:16][N:15]([CH3:18])[CH2:14][CH2:13]2)=[CH:4][CH:3]=1)=[O:31]. The yield is 0.200. (2) The reactants are [NH2:1][C:2]1[C:11]2[CH:10]=[CH:9][CH:8]=[C:7](Br)[C:6]=2[N:5]=[C:4]2[CH2:13][N:14]([CH:17]3[CH2:20][CH2:19][CH2:18]3)[C:15](=[O:16])[C:3]=12.[CH3:21][O:22][C:23]1[C:28]([Sn](C)(C)C)=[CH:27][C:26]([O:33][CH3:34])=[CH:25][N:24]=1. The yield is 0.255. The product is [NH2:1][C:2]1[C:11]2[CH:10]=[CH:9][CH:8]=[C:7]([C:28]3[C:23]([O:22][CH3:21])=[N:24][CH:25]=[C:26]([O:33][CH3:34])[CH:27]=3)[C:6]=2[N:5]=[C:4]2[CH2:13][N:14]([CH:17]3[CH2:20][CH2:19][CH2:18]3)[C:15](=[O:16])[C:3]=12. No catalyst specified. (3) The reactants are [CH3:1][O:2][C:3](=[O:40])[NH:4][CH:5]([C:9]([N:11]1[CH2:15][CH2:14][CH2:13][CH:12]1[C:16](=[O:39])[NH:17][C:18]1[CH:19]=[C:20]([C:24]2[CH:29]=[CH:28][C:27](B3OC(C)(C)C(C)(C)O3)=[CH:26][CH:25]=2)[CH:21]=[CH:22][CH:23]=1)=[O:10])[CH:6]([CH3:8])[CH3:7].[CH3:41][O:42][C:43](=[O:68])[NH:44][CH:45]([C:49]([N:51]1[CH2:55][CH2:54][CH2:53][CH:52]1[C:56]1[NH:57][C:58]([C:61]2[CH:66]=[CH:65][C:64](Br)=[CH:63][CH:62]=2)=[CH:59][N:60]=1)=[O:50])[CH:46]([CH3:48])[CH3:47].C(=O)([O-])[O-].[K+].[K+]. The catalyst is COCCOC.C1C=CC([P]([Pd]([P](C2C=CC=CC=2)(C2C=CC=CC=2)C2C=CC=CC=2)([P](C2C=CC=CC=2)(C2C=CC=CC=2)C2C=CC=CC=2)[P](C2C=CC=CC=2)(C2C=CC=CC=2)C2C=CC=CC=2)(C2C=CC=CC=2)C2C=CC=CC=2)=CC=1. The product is [CH3:1][O:2][C:3](=[O:40])[NH:4][CH:5]([C:9]([N:11]1[CH2:15][CH2:14][CH2:13][CH:12]1[C:16](=[O:39])[NH:17][C:18]1[CH:19]=[C:20]([C:24]2[CH:25]=[CH:26][C:27]([C:64]3[CH:65]=[CH:66][C:61]([C:58]4[NH:57][C:56]([CH:52]5[CH2:53][CH2:54][CH2:55][N:51]5[C:49](=[O:50])[CH:45]([NH:44][C:43]([O:42][CH3:41])=[O:68])[CH:46]([CH3:48])[CH3:47])=[N:60][CH:59]=4)=[CH:62][CH:63]=3)=[CH:28][CH:29]=2)[CH:21]=[CH:22][CH:23]=1)=[O:10])[CH:6]([CH3:8])[CH3:7]. The yield is 0.0500. (4) The reactants are CC(OC1C=CC=C(OC(C)C)C=1C1C(P(C2CCCCC2)C2CCCCC2)=CC=CC=1)C.[Li+].C[Si]([N-][Si](C)(C)C)(C)C.Cl[C:45]1[CH:54]=[CH:53][CH:52]=[C:51]2[C:46]=1[CH:47]=[C:48]1[CH2:70][C:62]3([CH2:67][O:66][C:65]([CH3:69])([CH3:68])[O:64][CH2:63]3)[CH2:61][C:49]1=[C:50]2[C:55](=[O:60])[C:56]([CH3:59])([CH3:58])[CH3:57].CCCCCC.CCOC(C)=O.[CH3:83][NH:84][CH3:85]. The catalyst is C1COCC1. The product is [CH3:83][N:84]([CH3:85])[C:45]1[CH:54]=[CH:53][CH:52]=[C:51]2[C:46]=1[CH:47]=[C:48]1[CH2:70][C:62]3([CH2:67][O:66][C:65]([CH3:69])([CH3:68])[O:64][CH2:63]3)[CH2:61][C:49]1=[C:50]2[C:55](=[O:60])[C:56]([CH3:59])([CH3:58])[CH3:57]. The yield is 0.580. (5) The reactants are Cl[C:2]1[N:7]=[C:6](Cl)[C:5]([F:9])=[CH:4][N:3]=1.[N+:10]([C:13]1[CH:14]=[C:15]([CH:17]=[CH:18][CH:19]=1)[NH2:16])([O-:12])=[O:11]. The catalyst is CO.O. The product is [N+:10]([C:13]1[CH:14]=[C:15]([NH:16][C:2]2[N:7]=[C:6]([NH:16][C:15]3[CH:17]=[CH:18][CH:19]=[C:13]([N+:10]([O-:12])=[O:11])[CH:14]=3)[C:5]([F:9])=[CH:4][N:3]=2)[CH:17]=[CH:18][CH:19]=1)([O-:12])=[O:11]. The yield is 0.760. (6) The reactants are CC(C)(S([NH:6][C:7]1([C:18]2[N:23]=[CH:22][CH:21]=[CH:20][N:19]=2)[CH2:10][N:9]([C:11]([O:13][C:14]([CH3:17])([CH3:16])[CH3:15])=[O:12])[CH2:8]1)=O)C.[ClH:25].CCOCC. The catalyst is CO. The product is [ClH:25].[NH2:6][C:7]1([C:18]2[N:19]=[CH:20][CH:21]=[CH:22][N:23]=2)[CH2:8][N:9]([C:11]([O:13][C:14]([CH3:17])([CH3:16])[CH3:15])=[O:12])[CH2:10]1. The yield is 0.870.